Dataset: Forward reaction prediction with 1.9M reactions from USPTO patents (1976-2016). Task: Predict the product of the given reaction. (1) Given the reactants [CH2:1]([NH:5][C:6](=[O:36])[C@H:7]([CH3:35])[CH2:8][C@H:9]([OH:34])[C@@H:10]([NH:22][C:23](=[O:33])[C@H:24]([CH3:32])[CH2:25][S:26]([CH2:29]C=C)(=[O:28])=[O:27])[CH2:11][C:12]1[CH:17]=[CH:16][CH:15]=[C:14]([O:18][CH2:19][CH:20]=[CH2:21])[CH:13]=1)[CH2:2][CH2:3][CH3:4], predict the reaction product. The product is: [CH2:1]([NH:5][C:6](=[O:36])[C@H:7]([CH3:35])[CH2:8][C@H:9]([OH:34])[C@@H:10]1[CH2:11][C:12]2[CH:13]=[C:14]([CH:15]=[CH:16][CH:17]=2)[O:18][CH2:19][CH2:20][CH2:21][CH2:29][S:26](=[O:28])(=[O:27])[CH2:25][C@@H:24]([CH3:32])[C:23](=[O:33])[NH:22]1)[CH2:2][CH2:3][CH3:4]. (2) Given the reactants CC(OC1C([N+]([O-])=O)=CC=CC=1)=O.[CH3:14][CH2:15][C:16]1[C:25]2[CH2:26][N:27]3[C:32](=[O:33])[C:31]4[CH2:34][O:35][C:36]([C@:38]([OH:41])([CH2:39][CH3:40])[C:30]=4[CH:29]=[C:28]3[C:24]=2[N:23]=[C:22]2[C:17]=1[CH:18]=[C:19]([O:42]C(N1CCC(N3CCCCC3)CC1)=O)[CH:20]=[CH:21]2)=[O:37].C1N(CCO)CCN(CCS(O)(=O)=O)C1, predict the reaction product. The product is: [CH3:14][CH2:15][C:16]1[C:25]2[CH2:26][N:27]3[C:32](=[O:33])[C:31]4[CH2:34][O:35][C:36]([C@:38]([OH:41])([CH2:39][CH3:40])[C:30]=4[CH:29]=[C:28]3[C:24]=2[N:23]=[C:22]2[C:17]=1[CH:18]=[C:19]([OH:42])[CH:20]=[CH:21]2)=[O:37]. (3) Given the reactants [CH:1]([C:4]1[S:5][CH:6]=[C:7]([C:9]2[CH:14]=[CH:13][C:12]([N+:15]([O-])=O)=[CH:11][CH:10]=2)[N:8]=1)([CH3:3])[CH3:2], predict the reaction product. The product is: [CH:1]([C:4]1[S:5][CH:6]=[C:7]([C:9]2[CH:14]=[CH:13][C:12]([NH2:15])=[CH:11][CH:10]=2)[N:8]=1)([CH3:3])[CH3:2]. (4) Given the reactants [CH:1]1([CH:7]([NH:19][C:20]2[CH:28]=[CH:27][C:23]([C:24](O)=[O:25])=[CH:22][CH:21]=2)[C:8]2[O:9][C:10]3[CH:16]=[C:15]([O:17][CH3:18])[CH:14]=[CH:13][C:11]=3[CH:12]=2)[CH2:6][CH2:5][CH2:4][CH2:3][CH2:2]1.[CH3:29][NH:30][CH2:31][CH2:32][C:33]([O:35]CC)=[O:34], predict the reaction product. The product is: [CH:1]1([CH:7]([NH:19][C:20]2[CH:28]=[CH:27][C:23]([C:24]([N:30]([CH3:29])[CH2:31][CH2:32][C:33]([OH:35])=[O:34])=[O:25])=[CH:22][CH:21]=2)[C:8]2[O:9][C:10]3[CH:16]=[C:15]([O:17][CH3:18])[CH:14]=[CH:13][C:11]=3[CH:12]=2)[CH2:6][CH2:5][CH2:4][CH2:3][CH2:2]1. (5) Given the reactants [ClH:1].Cl.COC1C=C2C(C(C(F)(F)F)OC2)=CC=1CN[C@H]1CCCN[C@H]1C1C=CC=CC=1.C(OC([N:39]1[CH2:44][CH2:43][CH2:42][C@H:41]([NH:45][CH2:46][C:47]2[CH:48]=[C:49]3[C:53](=[CH:54][C:55]=2[O:56][CH3:57])[CH2:52][O:51][C:50]3([C:62]([F:65])([F:64])[F:63])[C:58]([F:61])([F:60])[F:59])[C@@H:40]1[C:66]1[CH:71]=[CH:70][CH:69]=[CH:68][CH:67]=1)=O)(C)(C)C, predict the reaction product. The product is: [ClH:1].[ClH:1].[CH3:57][O:56][C:55]1[CH:54]=[C:53]2[C:49]([C:50]([C:58]([F:61])([F:59])[F:60])([C:62]([F:63])([F:64])[F:65])[O:51][CH2:52]2)=[CH:48][C:47]=1[CH2:46][NH:45][C@H:41]1[CH2:42][CH2:43][CH2:44][NH:39][C@H:40]1[C:66]1[CH:71]=[CH:70][CH:69]=[CH:68][CH:67]=1.